Dataset: Full USPTO retrosynthesis dataset with 1.9M reactions from patents (1976-2016). Task: Predict the reactants needed to synthesize the given product. (1) Given the product [Cl:13][C:14]1[N:19]=[C:18]([NH:1][C@H:2]2[CH2:7][CH2:6][CH2:5][C@@H:4]([C:8]([O:10][CH2:11][CH3:12])=[O:9])[CH2:3]2)[C:17]([F:21])=[CH:16][N:15]=1, predict the reactants needed to synthesize it. The reactants are: [NH2:1][C@H:2]1[CH2:7][CH2:6][CH2:5][C@@H:4]([C:8]([O:10][CH2:11][CH3:12])=[O:9])[CH2:3]1.[Cl:13][C:14]1[N:19]=[C:18](Cl)[C:17]([F:21])=[CH:16][N:15]=1.C(N(C(C)C)CC)(C)C. (2) Given the product [F:1][C:2]([CH3:18])([CH3:17])[CH2:3][O:4][C:5]1[CH:14]=[CH:13][C:8]([C:9]([OH:11])=[O:10])=[CH:7][C:6]=1[O:15][CH3:16], predict the reactants needed to synthesize it. The reactants are: [F:1][C:2]([CH3:18])([CH3:17])[CH2:3][O:4][C:5]1[CH:14]=[CH:13][C:8]([C:9]([O:11]C)=[O:10])=[CH:7][C:6]=1[O:15][CH3:16].[OH-].[Na+]. (3) Given the product [Cl:25][C:5]1[C:6]([NH:8][CH:9]2[C:13]3([CH2:17][CH2:16][CH2:15][CH2:14]3)[CH2:12][N:11]([C:18]([O:20][C:21]([CH3:24])([CH3:23])[CH3:22])=[O:19])[CH2:10]2)=[N:7][C:2]([NH:33][C:31]2[CH:30]=[N:29][N:28]([CH3:27])[CH:32]=2)=[N:3][CH:4]=1, predict the reactants needed to synthesize it. The reactants are: Cl[C:2]1[N:7]=[C:6]([NH:8][CH:9]2[C:13]3([CH2:17][CH2:16][CH2:15][CH2:14]3)[CH2:12][N:11]([C:18]([O:20][C:21]([CH3:24])([CH3:23])[CH3:22])=[O:19])[CH2:10]2)[C:5]([Cl:25])=[CH:4][N:3]=1.Cl.[CH3:27][N:28]1[CH:32]=[C:31]([NH2:33])[CH:30]=[N:29]1.CCN(C(C)C)C(C)C. (4) Given the product [CH:12]1([NH:18][C:10]([NH:9][C:1](=[O:8])[C:2]2[CH:7]=[CH:6][CH:5]=[CH:4][CH:3]=2)=[S:11])[CH2:17][CH2:16][CH2:15][CH2:14][CH2:13]1, predict the reactants needed to synthesize it. The reactants are: [C:1]([N:9]=[C:10]=[S:11])(=[O:8])[C:2]1[CH:7]=[CH:6][CH:5]=[CH:4][CH:3]=1.[CH:12]1([NH2:18])[CH2:17][CH2:16][CH2:15][CH2:14][CH2:13]1. (5) Given the product [N+:13]([C:9]1[CH:10]=[CH:11][CH:12]=[C:3]([C:1]2[NH:20][N:19]=[N:18][N:2]=2)[C:4]=1[C:5]([O:7][CH3:8])=[O:6])([O-:15])=[O:14], predict the reactants needed to synthesize it. The reactants are: [C:1]([C:3]1[CH:12]=[CH:11][CH:10]=[C:9]([N+:13]([O-:15])=[O:14])[C:4]=1[C:5]([O:7][CH3:8])=[O:6])#[N:2].[Cl-].[NH4+].[N-:18]=[N+:19]=[N-:20].[Na+].O. (6) Given the product [ClH:3].[Cl:3][CH2:32][C:17]1[N:18]([CH2:19][C:20]2[O:24][N:23]=[C:22]([C:25]3[CH:30]=[CH:29][C:28]([F:31])=[CH:27][CH:26]=3)[CH:21]=2)[C:14]2[C:13]3[CH:12]=[CH:11][CH:10]=[CH:9][C:8]=3[N:7]=[C:6]([NH2:5])[C:15]=2[N:16]=1, predict the reactants needed to synthesize it. The reactants are: S(Cl)([Cl:3])=O.[NH2:5][C:6]1[C:15]2[N:16]=[C:17]([CH2:32]O)[N:18]([CH2:19][C:20]3[O:24][N:23]=[C:22]([C:25]4[CH:30]=[CH:29][C:28]([F:31])=[CH:27][CH:26]=4)[CH:21]=3)[C:14]=2[C:13]2[CH:12]=[CH:11][CH:10]=[CH:9][C:8]=2[N:7]=1. (7) Given the product [F:15][C:11]([C:10]([F:17])([F:18])[C:9]([F:19])([F:20])[C:8]([F:21])([F:22])[C:7]([F:23])([F:24])[C:6]([F:25])([F:26])[C:5]([F:28])([F:27])[C:4]([F:30])([F:29])[F:3])=[CH:12][CH2:1][NH:2][CH3:32], predict the reactants needed to synthesize it. The reactants are: [CH3:1][NH2:2].[F:3][C:4]([F:30])([F:29])[C:5]([F:28])([F:27])[C:6]([F:26])([F:25])[C:7]([F:24])([F:23])[C:8]([F:22])([F:21])[C:9]([F:20])([F:19])[C:10]([F:18])([F:17])[C:11](F)([F:15])[CH2:12]CI.O1CCC[CH2:32]1. (8) Given the product [Br:1][CH2:17][C:13]1[N:12]=[C:11]([Cl:10])[CH:16]=[CH:15][N:14]=1, predict the reactants needed to synthesize it. The reactants are: [Br:1]C1N=C(CBr)C=CN=1.[Cl:10][C:11]1[CH:16]=[CH:15][N:14]=[C:13]([CH3:17])[N:12]=1. (9) Given the product [CH3:20][O:21][C:22]1[CH:27]=[CH:26][CH:25]=[CH:24][C:23]=1[CH2:28][CH2:29][NH:30][C:3]1[S:4]/[C:5](=[CH:9]\[C:10]2[CH:11]=[C:12]3[C:17](=[CH:18][CH:19]=2)[N:16]=[CH:15][CH:14]=[CH:13]3)/[C:6](=[O:8])[N:7]=1, predict the reactants needed to synthesize it. The reactants are: CS[C:3]1[S:4]/[C:5](=[CH:9]\[C:10]2[CH:11]=[C:12]3[C:17](=[CH:18][CH:19]=2)[N:16]=[CH:15][CH:14]=[CH:13]3)/[C:6](=[O:8])[N:7]=1.[CH3:20][O:21][C:22]1[CH:27]=[CH:26][CH:25]=[CH:24][C:23]=1[CH2:28][CH2:29][NH2:30].CCN(C(C)C)C(C)C.